This data is from Experimentally validated miRNA-target interactions with 360,000+ pairs, plus equal number of negative samples. The task is: Binary Classification. Given a miRNA mature sequence and a target amino acid sequence, predict their likelihood of interaction. (1) The miRNA is hsa-miR-609 with sequence AGGGUGUUUCUCUCAUCUCU. The protein sequence of the target gene is MGRRVPALRQLLVLAMLVLKQSQLHSPELSGSRCPEPCDCAPDGALRCPGPRAGLARLSLTYLPVKVIPSQAFRGLNEVVKIEISQSDSLERIEANAFDNLLNLSEILIQNTKNLLYIEPGAFTNLPRLKYLSICNTGIRTLPDVSKISSSEFNFILEICDNLYITTIPGNAFQGMNNESITLKLYGNGFEEVQSHAFNGTTLISLELKENIYLEKMHSGTFQGATGPSILDVSSTKLQALPSHGLESIQTLIATSSYSLKTLPSREKFTSLLVATLTYPSHCCAFRNLPKKEQNFSFSI.... Result: 0 (no interaction). (2) The miRNA is hsa-miR-3135a with sequence UGCCUAGGCUGAGACUGCAGUG. The protein sequence of the target gene is MRKRAPQSEMAPAGVSLRATILCLLAWAGLAAGDRVYIHPFHLVIHNESTCEQLAKANAGKPKDPTFIPAPIQAKTSPVDEKALQDQLVLVAAKLDTEDKLRAAMVGMLANFLGFRIYGMHSELWGVVHGATVLSPTAVFGTLASLYLGALDHTADRLQAILGVPWKDKNCTSRLDAHKVLSALQAVQGLLVAQGRADSQAQLLLSTVVGVFTAPGLHLKQPFVQGLALYTPVVLPRSLDFTELDVAAEKIDRFMQAVTGWKTGCSLMGASVDSTLAFNTYVHFQGKMKGFSLLAEPQEF.... Result: 0 (no interaction).